From a dataset of NCI-60 drug combinations with 297,098 pairs across 59 cell lines. Regression. Given two drug SMILES strings and cell line genomic features, predict the synergy score measuring deviation from expected non-interaction effect. (1) Drug 1: C1CN1C2=NC(=NC(=N2)N3CC3)N4CC4. Drug 2: C1CCC(CC1)NC(=O)N(CCCl)N=O. Cell line: HCT-15. Synergy scores: CSS=26.3, Synergy_ZIP=-0.751, Synergy_Bliss=1.26, Synergy_Loewe=-5.48, Synergy_HSA=2.85. (2) Drug 1: C1=CC(=CC=C1C#N)C(C2=CC=C(C=C2)C#N)N3C=NC=N3. Drug 2: C(CN)CNCCSP(=O)(O)O. Cell line: SF-268. Synergy scores: CSS=-4.26, Synergy_ZIP=1.36, Synergy_Bliss=0.423, Synergy_Loewe=-2.44, Synergy_HSA=-2.30. (3) Drug 1: CCC(=C(C1=CC=CC=C1)C2=CC=C(C=C2)OCCN(C)C)C3=CC=CC=C3.C(C(=O)O)C(CC(=O)O)(C(=O)O)O. Drug 2: C1=NC(=NC(=O)N1C2C(C(C(O2)CO)O)O)N. Cell line: SF-539. Synergy scores: CSS=0.544, Synergy_ZIP=-3.92, Synergy_Bliss=-10.3, Synergy_Loewe=-45.3, Synergy_HSA=-17.2. (4) Drug 1: CN1CCC(CC1)COC2=C(C=C3C(=C2)N=CN=C3NC4=C(C=C(C=C4)Br)F)OC. Drug 2: C1CCC(CC1)NC(=O)N(CCCl)N=O. Cell line: CCRF-CEM. Synergy scores: CSS=28.6, Synergy_ZIP=-0.785, Synergy_Bliss=2.76, Synergy_Loewe=0.508, Synergy_HSA=2.45.